This data is from NCI-60 drug combinations with 297,098 pairs across 59 cell lines. The task is: Regression. Given two drug SMILES strings and cell line genomic features, predict the synergy score measuring deviation from expected non-interaction effect. (1) Drug 1: C1=NC(=NC(=O)N1C2C(C(C(O2)CO)O)O)N. Drug 2: COC1=C2C(=CC3=C1OC=C3)C=CC(=O)O2. Cell line: OVCAR-4. Synergy scores: CSS=13.9, Synergy_ZIP=-7.62, Synergy_Bliss=-1.27, Synergy_Loewe=-17.8, Synergy_HSA=-2.91. (2) Drug 1: C1=CN(C(=O)N=C1N)C2C(C(C(O2)CO)O)O.Cl. Drug 2: CCC1(CC2CC(C3=C(CCN(C2)C1)C4=CC=CC=C4N3)(C5=C(C=C6C(=C5)C78CCN9C7C(C=CC9)(C(C(C8N6C=O)(C(=O)OC)O)OC(=O)C)CC)OC)C(=O)OC)O.OS(=O)(=O)O. Cell line: NCI-H522. Synergy scores: CSS=31.9, Synergy_ZIP=-4.95, Synergy_Bliss=-8.46, Synergy_Loewe=-8.84, Synergy_HSA=-6.95. (3) Drug 1: CC12CCC3C(C1CCC2=O)CC(=C)C4=CC(=O)C=CC34C. Drug 2: CC1C(C(CC(O1)OC2CC(OC(C2O)C)OC3=CC4=CC5=C(C(=O)C(C(C5)C(C(=O)C(C(C)O)O)OC)OC6CC(C(C(O6)C)O)OC7CC(C(C(O7)C)O)OC8CC(C(C(O8)C)O)(C)O)C(=C4C(=C3C)O)O)O)O. Cell line: SF-268. Synergy scores: CSS=41.0, Synergy_ZIP=-0.610, Synergy_Bliss=0.0868, Synergy_Loewe=-73.1, Synergy_HSA=-0.680. (4) Drug 1: CCC1=CC2CC(C3=C(CN(C2)C1)C4=CC=CC=C4N3)(C5=C(C=C6C(=C5)C78CCN9C7C(C=CC9)(C(C(C8N6C)(C(=O)OC)O)OC(=O)C)CC)OC)C(=O)OC.C(C(C(=O)O)O)(C(=O)O)O. Drug 2: CC(CN1CC(=O)NC(=O)C1)N2CC(=O)NC(=O)C2. Cell line: PC-3. Synergy scores: CSS=40.2, Synergy_ZIP=-1.39, Synergy_Bliss=-0.110, Synergy_Loewe=1.02, Synergy_HSA=3.18. (5) Drug 1: COC1=CC(=CC(=C1O)OC)C2C3C(COC3=O)C(C4=CC5=C(C=C24)OCO5)OC6C(C(C7C(O6)COC(O7)C8=CC=CS8)O)O. Drug 2: C1=CN(C=N1)CC(O)(P(=O)(O)O)P(=O)(O)O. Cell line: NCI-H226. Synergy scores: CSS=1.63, Synergy_ZIP=-7.73, Synergy_Bliss=-14.5, Synergy_Loewe=-14.2, Synergy_HSA=-11.8. (6) Drug 1: C1CC(=O)NC(=O)C1N2CC3=C(C2=O)C=CC=C3N. Drug 2: CC1=C(C(=CC=C1)Cl)NC(=O)C2=CN=C(S2)NC3=CC(=NC(=N3)C)N4CCN(CC4)CCO. Cell line: K-562. Synergy scores: CSS=67.1, Synergy_ZIP=-1.46, Synergy_Bliss=-3.42, Synergy_Loewe=-17.1, Synergy_HSA=-2.20. (7) Synergy scores: CSS=80.2, Synergy_ZIP=13.4, Synergy_Bliss=12.9, Synergy_Loewe=12.1, Synergy_HSA=17.3. Cell line: MALME-3M. Drug 1: CCC1=CC2CC(C3=C(CN(C2)C1)C4=CC=CC=C4N3)(C5=C(C=C6C(=C5)C78CCN9C7C(C=CC9)(C(C(C8N6C)(C(=O)OC)O)OC(=O)C)CC)OC)C(=O)OC.C(C(C(=O)O)O)(C(=O)O)O. Drug 2: CC=C1C(=O)NC(C(=O)OC2CC(=O)NC(C(=O)NC(CSSCCC=C2)C(=O)N1)C(C)C)C(C)C.